This data is from Peptide-MHC class I binding affinity with 185,985 pairs from IEDB/IMGT. The task is: Regression. Given a peptide amino acid sequence and an MHC pseudo amino acid sequence, predict their binding affinity value. This is MHC class I binding data. (1) The peptide sequence is WPAGRLVEA. The MHC is HLA-A30:01 with pseudo-sequence HLA-A30:01. The binding affinity (normalized) is 0.0847. (2) The peptide sequence is EENLLDFVRF. The MHC is HLA-B39:01 with pseudo-sequence HLA-B39:01. The binding affinity (normalized) is 0.213. (3) The peptide sequence is TIKRRIRQL. The MHC is HLA-B08:03 with pseudo-sequence HLA-B08:03. The binding affinity (normalized) is 0.0847.